This data is from Peptide-MHC class II binding affinity with 134,281 pairs from IEDB. The task is: Regression. Given a peptide amino acid sequence and an MHC pseudo amino acid sequence, predict their binding affinity value. This is MHC class II binding data. (1) The peptide sequence is KPLLIIAEDVEGEY. The MHC is HLA-DQA10301-DQB10302 with pseudo-sequence HLA-DQA10301-DQB10302. The binding affinity (normalized) is 0.517. (2) The binding affinity (normalized) is 0.362. The peptide sequence is DESWQQFRQELIPLL. The MHC is HLA-DQA10102-DQB10502 with pseudo-sequence HLA-DQA10102-DQB10502. (3) The peptide sequence is YDKFLANSSTVLTGK. The MHC is DRB3_0202 with pseudo-sequence DRB3_0202. The binding affinity (normalized) is 0.926. (4) The peptide sequence is ENLPYLVAYQATVCARAQAP. The MHC is DRB5_0101 with pseudo-sequence DRB5_0101. The binding affinity (normalized) is 0.547. (5) The peptide sequence is YDKFLANVSTVSTGK. The MHC is DRB1_0404 with pseudo-sequence DRB1_0404. The binding affinity (normalized) is 0.779. (6) The peptide sequence is MTKGEGGVWTF. The MHC is DRB1_0301 with pseudo-sequence DRB1_0301. The binding affinity (normalized) is 0.